From a dataset of Full USPTO retrosynthesis dataset with 1.9M reactions from patents (1976-2016). Predict the reactants needed to synthesize the given product. (1) The reactants are: [Cl:1][CH2:2][C:3]1[CH:8]=[C:7]([CH2:9]Cl)[C:6]([CH3:11])=[CH:5][C:4]=1[CH3:12].[Cl:13]CC1C(C)=C(CCl)C(C)=CC=1C.[NH2:26][C:27]([NH2:29])=[S:28]. Given the product [ClH:1].[ClH:13].[CH3:11][C:6]1[CH:5]=[C:4]([CH3:12])[C:3]([CH2:2][NH:26][C:27]([SH:28])=[NH:29])=[CH:8][C:7]=1[CH2:9][NH:29][C:27]([SH:28])=[NH:26], predict the reactants needed to synthesize it. (2) Given the product [Cl:1][C:2]1([Cl:7])[C:3](=[O:4])[CH2:8][C:9]21[CH2:10][N:11]([C:13]([O:15][C:16]([CH3:19])([CH3:18])[CH3:17])=[O:14])[CH2:12]2, predict the reactants needed to synthesize it. The reactants are: [Cl:1][C:2]([Cl:7])(Cl)[C:3](Cl)=[O:4].[CH2:8]=[C:9]1[CH2:12][N:11]([C:13]([O:15][C:16]([CH3:19])([CH3:18])[CH3:17])=[O:14])[CH2:10]1.C(=O)([O-])[O-].[Na+].[Na+].